This data is from Catalyst prediction with 721,799 reactions and 888 catalyst types from USPTO. The task is: Predict which catalyst facilitates the given reaction. Reactant: [N+:1]([C:4]1[CH:5]=[C:6]([S:10]([NH2:13])(=[O:12])=[O:11])[CH:7]=[CH:8][CH:9]=1)([O-])=O.C1COCC1.C([O-])(=O)C.[NH4+]. Product: [NH2:1][C:4]1[CH:5]=[C:6]([S:10]([NH2:13])(=[O:11])=[O:12])[CH:7]=[CH:8][CH:9]=1. The catalyst class is: 19.